From a dataset of NCI-60 drug combinations with 297,098 pairs across 59 cell lines. Regression. Given two drug SMILES strings and cell line genomic features, predict the synergy score measuring deviation from expected non-interaction effect. (1) Drug 1: C1CN1P(=S)(N2CC2)N3CC3. Drug 2: CN1C2=C(C=C(C=C2)N(CCCl)CCCl)N=C1CCCC(=O)O.Cl. Cell line: NCI/ADR-RES. Synergy scores: CSS=14.4, Synergy_ZIP=-5.13, Synergy_Bliss=-4.29, Synergy_Loewe=-11.4, Synergy_HSA=-2.26. (2) Drug 1: CS(=O)(=O)OCCCCOS(=O)(=O)C. Drug 2: CC12CCC3C(C1CCC2OP(=O)(O)O)CCC4=C3C=CC(=C4)OC(=O)N(CCCl)CCCl.[Na+]. Cell line: NCI-H322M. Synergy scores: CSS=4.50, Synergy_ZIP=-1.97, Synergy_Bliss=-0.316, Synergy_Loewe=-1.70, Synergy_HSA=0.169. (3) Drug 1: CC1=C(C=C(C=C1)C(=O)NC2=CC(=CC(=C2)C(F)(F)F)N3C=C(N=C3)C)NC4=NC=CC(=N4)C5=CN=CC=C5. Drug 2: CC1CCCC2(C(O2)CC(NC(=O)CC(C(C(=O)C(C1O)C)(C)C)O)C(=CC3=CSC(=N3)C)C)C. Cell line: A549. Synergy scores: CSS=50.4, Synergy_ZIP=3.75, Synergy_Bliss=1.83, Synergy_Loewe=-24.9, Synergy_HSA=1.53.